This data is from Reaction yield outcomes from USPTO patents with 853,638 reactions. The task is: Predict the reaction yield, written as a fraction of the theoretical maximum amount of product (1.0 means a 100% yield; for example, 0.34 means a 34% yield). (1) The reactants are [C:1]([NH:9][C:10]1[CH:11]=[C:12]([CH:16]=[CH:17][N:18]=1)[C:13]([OH:15])=O)(=[O:8])[C:2]1[CH:7]=[CH:6][CH:5]=[CH:4][CH:3]=1.C(Cl)(=O)C(Cl)=O.[C:25]([NH:33][NH2:34])(=[O:32])[C:26]1[CH:31]=[CH:30][CH:29]=[CH:28][CH:27]=1.N1C=CC=CC=1. The catalyst is ClCCl.CN(C)C=O.C(OCC)(=O)C. The product is [C:25]([NH:33][NH:34][C:13]([C:12]1[CH:16]=[CH:17][N:18]=[C:10]([NH:9][C:1](=[O:8])[C:2]2[CH:3]=[CH:4][CH:5]=[CH:6][CH:7]=2)[CH:11]=1)=[O:15])(=[O:32])[C:26]1[CH:31]=[CH:30][CH:29]=[CH:28][CH:27]=1. The yield is 0.670. (2) The reactants are [C:1]([NH:9][C:10]1[S:11][C:12]([C:16]([OH:18])=O)=[C:13]([CH3:15])[N:14]=1)(=[O:8])[C:2]1[CH:7]=[CH:6][CH:5]=[CH:4][CH:3]=1.CN1CCOCC1.ClC(OCC(C)C)=O.[C:34]([NH:42][NH2:43])(=[O:41])[C:35]1[CH:40]=[CH:39][CH:38]=[CH:37][CH:36]=1. The catalyst is C(OCC)(=O)C. The product is [C:34]([NH:42][NH:43][C:16]([C:12]1[S:11][C:10]([NH:9][C:1](=[O:8])[C:2]2[CH:3]=[CH:4][CH:5]=[CH:6][CH:7]=2)=[N:14][C:13]=1[CH3:15])=[O:18])(=[O:41])[C:35]1[CH:40]=[CH:39][CH:38]=[CH:37][CH:36]=1. The yield is 0.140.